This data is from Forward reaction prediction with 1.9M reactions from USPTO patents (1976-2016). The task is: Predict the product of the given reaction. (1) Given the reactants [ClH:1].[NH2:2][CH2:3][CH2:4][C@H:5](O)[C:6]([O:8][CH3:9])=[O:7].O1CCOCC1.S(Cl)([Cl:19])=O, predict the reaction product. The product is: [ClH:19].[NH2:2][CH2:3][CH2:4][C@@H:5]([Cl:1])[C:6]([O:8][CH3:9])=[O:7]. (2) The product is: [OH:35][CH:34]([C:36]1[O:37][C:38]2[C:53]([N:40]=1)=[N:55][CH:45]=[CH:46][CH:41]=2)[CH:33]([NH:32][C:10](=[O:12])[CH:9]([CH2:13][S:14]([CH2:17][C:18]1[CH:23]=[CH:22][CH:21]=[CH:20][CH:19]=1)(=[O:16])=[O:15])[CH2:8][C:7]([N:1]1[CH2:2][CH2:3][O:4][CH2:5][CH2:6]1)=[O:24])[CH2:47][CH3:48]. Given the reactants [N:1]1([C:7](=[O:24])[CH2:8][CH:9]([CH2:13][S:14]([CH2:17][C:18]2[CH:23]=[CH:22][CH:21]=[CH:20][CH:19]=2)(=[O:16])=[O:15])[C:10]([OH:12])=O)[CH2:6][CH2:5][O:4][CH2:3][CH2:2]1.OC(C(F)(F)F)=O.[NH2:32][CH:33]([CH2:47][CH3:48])[CH:34]([C:36]1[O:37][C:38]([C:41]2[CH:46]=[CH:45]C=CC=2)=N[N:40]=1)[OH:35].C1C=CC2N(O)N=[N:55][C:53]=2C=1.C(Cl)CCl.CN1CCOCC1, predict the reaction product. (3) Given the reactants [CH:1]1([NH:4][C:5](=[O:31])[C:6]2[CH:11]=[CH:10][C:9]([CH3:12])=[C:8]([N:13]3[CH:22]=[CH:21][C:20]4[C:15](=[CH:16][C:17]([O:23][CH:24]5[CH2:29][CH2:28][NH:27][CH2:26][CH2:25]5)=[CH:18][CH:19]=4)[C:14]3=[O:30])[CH:7]=2)[CH2:3][CH2:2]1.I[CH2:33][CH3:34].C(=O)([O-])[O-].[K+].[K+], predict the reaction product. The product is: [CH:1]1([NH:4][C:5](=[O:31])[C:6]2[CH:11]=[CH:10][C:9]([CH3:12])=[C:8]([N:13]3[CH:22]=[CH:21][C:20]4[C:15](=[CH:16][C:17]([O:23][CH:24]5[CH2:29][CH2:28][N:27]([CH2:33][CH3:34])[CH2:26][CH2:25]5)=[CH:18][CH:19]=4)[C:14]3=[O:30])[CH:7]=2)[CH2:3][CH2:2]1. (4) Given the reactants [CH3:1][S:2]([C:5]1[CH:6]=[C:7]2[C:11](=[CH:12][CH:13]=1)[N:10]([CH2:14][C:15]1[CH:20]=[CH:19][C:18]([CH:21]3[CH2:26][CH2:25][NH:24][CH2:23][CH2:22]3)=[CH:17][N:16]=1)[CH:9]=[CH:8]2)(=[O:4])=[O:3].C(=O)([O-])O.[Na+].[N:32]#[C:33]Br, predict the reaction product. The product is: [CH3:1][S:2]([C:5]1[CH:6]=[C:7]2[C:11](=[CH:12][CH:13]=1)[N:10]([CH2:14][C:15]1[CH:20]=[CH:19][C:18]([CH:21]3[CH2:26][CH2:25][N:24]([C:33]#[N:32])[CH2:23][CH2:22]3)=[CH:17][N:16]=1)[CH:9]=[CH:8]2)(=[O:4])=[O:3]. (5) Given the reactants Cl[C:2]1[C:3]2[NH:11][N:10]=[N:9][C:4]=2[N:5]=[C:6]([NH2:8])[N:7]=1.C([Sn](CCCC)(CCCC)[C:17]1[O:18][CH:19]=[CH:20][CH:21]=1)CCC, predict the reaction product. The product is: [O:18]1[CH:19]=[CH:20][CH:21]=[C:17]1[C:2]1[C:3]2[NH:11][N:10]=[N:9][C:4]=2[N:5]=[C:6]([NH2:8])[N:7]=1.